Dataset: Reaction yield outcomes from USPTO patents with 853,638 reactions. Task: Predict the reaction yield, written as a fraction of the theoretical maximum amount of product (1.0 means a 100% yield; for example, 0.34 means a 34% yield). The reactants are [CH2:1]([O:3][C:4]([C:6]1[C:10]([CH3:11])=[C:9]([C:12]2[S:13][CH:14]=[CH:15][CH:16]=2)[N:8]([C:17]2[CH:22]=[CH:21][C:20]([Cl:23])=[CH:19][C:18]=2[Cl:24])[N:7]=1)=[O:5])[CH3:2].C1C(=O)N([Br:32])C(=O)C1. No catalyst specified. The product is [CH2:1]([O:3][C:4]([C:6]1[C:10]([CH3:11])=[C:9]([C:12]2[S:13][C:14]([Br:32])=[CH:15][CH:16]=2)[N:8]([C:17]2[CH:22]=[CH:21][C:20]([Cl:23])=[CH:19][C:18]=2[Cl:24])[N:7]=1)=[O:5])[CH3:2]. The yield is 0.930.